Dataset: Choline transporter screen with 302,306 compounds. Task: Binary Classification. Given a drug SMILES string, predict its activity (active/inactive) in a high-throughput screening assay against a specified biological target. (1) The drug is s1c(c(c(c2ccccc2)c1C#N)c1ccccc1)C(=O)N. The result is 0 (inactive). (2) The molecule is Fc1ccc(CN2CC(CC2=O)C(O)=O)cc1. The result is 0 (inactive). (3) The result is 0 (inactive). The compound is Fc1ccc(n2ncc3c(=O)n(nnc23)CC(OC2CCCCC2)=O)cc1. (4) The molecule is S(C1C(=O)CC(CC1=O)(C)C)c1n(C(C)C)c2c(n1)n(c(=O)n(c2=O)C)C. The result is 0 (inactive). (5) The molecule is O(C(=O)C1CN(CCCCCC)C(=O)C1=O)CC. The result is 0 (inactive). (6) The drug is Fc1ccc(CN2C(c3ccc(OC)cc3)C=CCN(CC2=O)C(OC)=O)cc1. The result is 0 (inactive). (7) The drug is s1c(c(n2c1nc(c2)c1ccc(F)cc1)C)C(=O)NCC1OCCC1. The result is 0 (inactive). (8) The result is 0 (inactive). The compound is s1c(NC(=O)C2CC2)nc2c1c(ccc2OC)C. (9) The drug is S(c1n(nnn1)C1CCCC1)CC(=O)NCc1cc2OCOc2cc1. The result is 0 (inactive). (10) The compound is O1N2C(CC1CC2c1ccccc1)c1ccccc1. The result is 0 (inactive).